This data is from Catalyst prediction with 721,799 reactions and 888 catalyst types from USPTO. The task is: Predict which catalyst facilitates the given reaction. (1) Reactant: NC1C=CC=C(OC)C=1O.CCOC([S-])=S.[K+].[CH3:18][O:19][C:20]1[C:28]2[O:27][C:26](S)=[N:25][C:24]=2[CH:23]=[CH:22][CH:21]=1.S(Cl)([Cl:32])=O. Product: [Cl:32][C:26]1[O:27][C:28]2[C:20]([O:19][CH3:18])=[CH:21][CH:22]=[CH:23][C:24]=2[N:25]=1. The catalyst class is: 475. (2) Reactant: [Cl:1][C:2]1[CH:10]=[C:9]2[C:5]([C:6]([CH2:11][CH2:12][NH2:13])=[CH:7][NH:8]2)=[CH:4][C:3]=1[CH3:14].[F:15][C:16]1[CH:17]=[C:18]([CH:29]=[CH:30][CH:31]=1)[CH2:19][C:20]1[CH:28]=[CH:27][C:23]([C:24](O)=[O:25])=[CH:22][CH:21]=1.CN(C(ON1N=NC2C=CC=NC1=2)=[N+](C)C)C.F[P-](F)(F)(F)(F)F.C(N(CC)C(C)C)(C)C. Product: [Cl:1][C:2]1[CH:10]=[C:9]2[C:5]([C:6]([CH2:11][CH2:12][NH:13][C:24](=[O:25])[C:23]3[CH:22]=[CH:21][C:20]([CH2:19][C:18]4[CH:29]=[CH:30][CH:31]=[C:16]([F:15])[CH:17]=4)=[CH:28][CH:27]=3)=[CH:7][NH:8]2)=[CH:4][C:3]=1[CH3:14]. The catalyst class is: 3. (3) Reactant: CC(OI1(OC(C)=O)(OC(C)=O)OC(=O)C2C=CC=CC1=2)=O.[CH2:23]([C:25]1[S:29][CH:28]=[C:27]([C:30]([N:32]2[CH2:37][C:36]3([CH2:42][CH2:41][N:40]([CH2:43][C:44]4[CH:49]=[CH:48][CH:47]=[C:46]([CH2:50][CH2:51][OH:52])[CH:45]=4)[CH2:39][CH2:38]3)[O:35][CH2:34][CH2:33]2)=[O:31])[CH:26]=1)[CH3:24].FC(F)(F)C(O)=O.S([O-])([O-])(=O)=S.[Na+].[Na+].C(=O)(O)[O-].[Na+]. Product: [CH2:23]([C:25]1[S:29][CH:28]=[C:27]([C:30]([N:32]2[CH2:37][C:36]3([CH2:42][CH2:41][N:40]([CH2:43][C:44]4[CH:45]=[C:46]([CH2:50][CH:51]=[O:52])[CH:47]=[CH:48][CH:49]=4)[CH2:39][CH2:38]3)[O:35][CH2:34][CH2:33]2)=[O:31])[CH:26]=1)[CH3:24]. The catalyst class is: 124. (4) Reactant: C[Mg]Br.[F:4][C:5]1[CH:10]=[CH:9][C:8]([C@H:11]2[N:20]3[C@H:15]([CH2:16][CH2:17][CH2:18][C:19]3=[O:21])[CH2:14][C:13](=[O:22])[CH2:12]2)=[CH:7][CH:6]=1.[Cl-].[NH4+].[C:25](OCC)(=O)C. Product: [F:4][C:5]1[CH:6]=[CH:7][C:8]([C@@H:11]2[CH2:12][C@@:13]([OH:22])([CH3:25])[CH2:14][C@@H:15]3[N:20]2[C:19](=[O:21])[CH2:18][CH2:17][CH2:16]3)=[CH:9][CH:10]=1. The catalyst class is: 1.